This data is from NCI-60 drug combinations with 297,098 pairs across 59 cell lines. The task is: Regression. Given two drug SMILES strings and cell line genomic features, predict the synergy score measuring deviation from expected non-interaction effect. (1) Synergy scores: CSS=2.82, Synergy_ZIP=3.22, Synergy_Bliss=3.68, Synergy_Loewe=1.21, Synergy_HSA=0.334. Cell line: NCI/ADR-RES. Drug 1: CC1CCC2CC(C(=CC=CC=CC(CC(C(=O)C(C(C(=CC(C(=O)CC(OC(=O)C3CCCCN3C(=O)C(=O)C1(O2)O)C(C)CC4CCC(C(C4)OC)OCCO)C)C)O)OC)C)C)C)OC. Drug 2: C(CN)CNCCSP(=O)(O)O. (2) Drug 1: CC12CCC3C(C1CCC2=O)CC(=C)C4=CC(=O)C=CC34C. Drug 2: CS(=O)(=O)OCCCCOS(=O)(=O)C. Cell line: DU-145. Synergy scores: CSS=54.1, Synergy_ZIP=0.607, Synergy_Bliss=4.71, Synergy_Loewe=5.11, Synergy_HSA=4.64.